This data is from Catalyst prediction with 721,799 reactions and 888 catalyst types from USPTO. The task is: Predict which catalyst facilitates the given reaction. (1) Reactant: [CH:1]([C:4]1[N:9]=[C:8]([C:10]([F:13])([F:12])[F:11])[N:7]=[C:6]([C:14]([O:16]CC)=[O:15])[CH:5]=1)([CH3:3])[CH3:2].CC(C)([O-:22])C.[K+].O=O.S([O-])([O-])=O.[Na+].[Na+].O.[OH-].[Li+].Cl. Product: [OH:22][C:1]([C:4]1[N:9]=[C:8]([C:10]([F:13])([F:12])[F:11])[N:7]=[C:6]([C:14]([OH:16])=[O:15])[CH:5]=1)([CH3:3])[CH3:2]. The catalyst class is: 30. (2) Reactant: [OH:1][CH2:2][CH2:3][N:4]1[CH2:8][C:7](=[O:9])[N:6]([CH2:10][CH2:11][CH2:12][CH2:13][N:14]2[CH2:19][CH2:18][N:17]([C:20]3[CH:25]=[CH:24][CH:23]=[CH:22][C:21]=3[O:26][CH3:27])[CH2:16][CH2:15]2)[C:5]1=[O:28].C(N(CC)CC)C.[S:36](Cl)([C:39]1[CH:45]=[CH:44][C:42]([CH3:43])=[CH:41][CH:40]=1)(=[O:38])=[O:37]. Product: [CH3:43][C:42]1[CH:44]=[CH:45][C:39]([S:36]([O:1][CH2:2][CH2:3][N:4]2[CH2:8][C:7](=[O:9])[N:6]([CH2:10][CH2:11][CH2:12][CH2:13][N:14]3[CH2:19][CH2:18][N:17]([C:20]4[CH:25]=[CH:24][CH:23]=[CH:22][C:21]=4[O:26][CH3:27])[CH2:16][CH2:15]3)[C:5]2=[O:28])(=[O:38])=[O:37])=[CH:40][CH:41]=1. The catalyst class is: 4. (3) Reactant: [F:1][C:2]([F:25])([F:24])[O:3][C:4]1[CH:9]=[CH:8][C:7]([S:10]([CH2:13][C:14]2[CH:19]=[CH:18][C:17]([CH2:20][C:21]([NH2:23])=O)=[CH:16][CH:15]=2)(=[O:12])=[O:11])=[CH:6][CH:5]=1.B.CSC.[ClH:30]. Product: [F:25][C:2]([F:1])([F:24])[O:3][C:4]1[CH:5]=[CH:6][C:7]([S:10]([CH2:13][C:14]2[CH:19]=[CH:18][C:17]([CH2:20][CH2:21][NH2:23])=[CH:16][CH:15]=2)(=[O:12])=[O:11])=[CH:8][CH:9]=1.[ClH:30]. The catalyst class is: 214. (4) Reactant: [Cl:1][C:2]1[N:7]=[C:6](Cl)[C:5]2[CH2:9][CH2:10][CH2:11][C:4]=2[N:3]=1.[C:12]([NH2:16])([CH3:15])([CH3:14])[CH3:13]. Product: [C:12]([NH:16][C:6]1[C:5]2[CH2:9][CH2:10][CH2:11][C:4]=2[N:3]=[C:2]([Cl:1])[N:7]=1)([CH3:15])([CH3:14])[CH3:13]. The catalyst class is: 32. (5) The catalyst class is: 8. Reactant: [NH2:1][C@@H:2]([C:7]([OH:9])=[O:8])[C:3]([SH:6])([CH3:5])[CH3:4].[OH-].[Na+].[CH3:12][O:13][CH2:14][CH2:15]Br.[C:17](O[C:17]([O:19][C:20]([CH3:23])([CH3:22])[CH3:21])=[O:18])([O:19][C:20]([CH3:23])([CH3:22])[CH3:21])=[O:18]. Product: [C:20]([O:19][C:17]([NH:1][C@H:2]([C:3]([S:6][CH2:15][CH2:14][O:13][CH3:12])([CH3:5])[CH3:4])[C:7]([OH:9])=[O:8])=[O:18])([CH3:21])([CH3:23])[CH3:22]. (6) Reactant: [F:1][C:2]1[CH:7]=[CH:6][CH:5]=[CH:4][C:3]=1[N:8]1[CH2:12][C@@H:11]2[C@@H:13]([NH:16][C:17](=[O:32])[C@@H:18]([N:23](C)[C:24](=O)OC(C)(C)C)[CH2:19][CH:20]([CH3:22])[CH3:21])[CH2:14][CH2:15][C@@H:10]2[CH2:9]1.O1CCOCC1. The catalyst class is: 33. Product: [F:1][C:2]1[CH:7]=[CH:6][CH:5]=[CH:4][C:3]=1[N:8]1[CH2:12][C@@H:11]2[C@@H:13]([NH:16][C:17](=[O:32])[C@H:18]([CH2:19][CH:20]([CH3:21])[CH3:22])[NH:23][CH3:24])[CH2:14][CH2:15][C@@H:10]2[CH2:9]1.